From a dataset of NCI-60 drug combinations with 297,098 pairs across 59 cell lines. Regression. Given two drug SMILES strings and cell line genomic features, predict the synergy score measuring deviation from expected non-interaction effect. (1) Drug 1: CC1C(C(CC(O1)OC2CC(CC3=C2C(=C4C(=C3O)C(=O)C5=C(C4=O)C(=CC=C5)OC)O)(C(=O)CO)O)N)O.Cl. Drug 2: C1=C(C(=O)NC(=O)N1)F. Cell line: DU-145. Synergy scores: CSS=45.7, Synergy_ZIP=-0.916, Synergy_Bliss=-1.41, Synergy_Loewe=1.20, Synergy_HSA=1.50. (2) Synergy scores: CSS=64.6, Synergy_ZIP=-0.0459, Synergy_Bliss=-0.962, Synergy_Loewe=-0.756, Synergy_HSA=1.16. Drug 1: CC1=C(C(CCC1)(C)C)C=CC(=CC=CC(=CC(=O)O)C)C. Cell line: RPMI-8226. Drug 2: CC1CCCC2(C(O2)CC(NC(=O)CC(C(C(=O)C(C1O)C)(C)C)O)C(=CC3=CSC(=N3)C)C)C.